From a dataset of Catalyst prediction with 721,799 reactions and 888 catalyst types from USPTO. Predict which catalyst facilitates the given reaction. Reactant: [OH:1][C:2]1[CH:3]=[CH:4][C:5]2[N:9]=[C:8]([C:10]([OH:12])=O)[NH:7][C:6]=2[CH:13]=1.Cl.[CH3:15][C:16]1[CH:28]=[CH:27][C:19]([CH:20]=[C:21]2[CH2:26][CH2:25][NH:24][CH2:23][CH2:22]2)=[CH:18][CH:17]=1. Product: [OH:1][C:2]1[CH:3]=[CH:4][C:5]2[N:9]=[C:8]([C:10]([N:24]3[CH2:25][CH2:26][C:21](=[CH:20][C:19]4[CH:18]=[CH:17][C:16]([CH3:15])=[CH:28][CH:27]=4)[CH2:22][CH2:23]3)=[O:12])[NH:7][C:6]=2[CH:13]=1. The catalyst class is: 32.